The task is: Predict which catalyst facilitates the given reaction.. This data is from Catalyst prediction with 721,799 reactions and 888 catalyst types from USPTO. Reactant: [C:12]([O:11][C:9](O[C:9]([O:11][C:12]([CH3:15])([CH3:14])[CH3:13])=[O:10])=[O:10])([CH3:15])([CH3:14])[CH3:13].[F:16][C:17]1[CH:18]=[C:19]([N:23]2[C:27]3=[N:28][CH:29]=[CH:30][CH:31]=[C:26]3[CH:25]=[C:24]2[CH:32]([NH2:34])[CH3:33])[CH:20]=[CH:21][CH:22]=1.C(N(CC)CC)C. Product: [F:16][C:17]1[CH:18]=[C:19]([N:23]2[C:27]3=[N:28][CH:29]=[CH:30][CH:31]=[C:26]3[CH:25]=[C:24]2[CH:32]([NH:34][C:9](=[O:10])[O:11][C:12]([CH3:13])([CH3:14])[CH3:15])[CH3:33])[CH:20]=[CH:21][CH:22]=1. The catalyst class is: 7.